Predict the reactants needed to synthesize the given product. From a dataset of Full USPTO retrosynthesis dataset with 1.9M reactions from patents (1976-2016). (1) Given the product [Br:8][C:4]1[CH:3]=[C:2]([C:15]2[CH:16]=[N:17][CH:18]=[CH:19][CH:20]=2)[CH:7]=[CH:6][CH:5]=1, predict the reactants needed to synthesize it. The reactants are: Br[C:2]1[CH:7]=[CH:6][CH:5]=[C:4]([Br:8])[CH:3]=1.B1([C:15]2[CH:20]=[CH:19][CH:18]=[N:17][CH:16]=2)OCCCO1. (2) Given the product [CH3:34][C@H:21]([CH2:22][S:23][C:24]1[CH:33]=[CH:32][C:31]2[C:26](=[CH:27][CH:28]=[CH:29][CH:30]=2)[CH:25]=1)[CH2:20][CH2:19][OH:18], predict the reactants needed to synthesize it. The reactants are: C([Si]([O:18][CH2:19][CH2:20][C@H:21]([CH3:34])[CH2:22][S:23][C:24]1[CH:33]=[CH:32][C:31]2[C:26](=[CH:27][CH:28]=[CH:29][CH:30]=2)[CH:25]=1)(C1C=CC=CC=1)C1C=CC=CC=1)(C)(C)C.[F-]. (3) Given the product [C:34]([N:2]1[CH2:7][CH2:6][CH2:5][C@@H:4]([NH:8][C:9]([C:11]2[C:15]3[N:16]=[CH:17][N:18]=[C:19]([C:20]4[CH:25]=[C:24]([F:26])[C:23]([O:27][CH3:28])=[CH:22][C:21]=4[O:29][CH2:30][CH:31]4[CH2:32][CH2:33]4)[C:14]=3[NH:13][CH:12]=2)=[O:10])[CH2:3]1)(=[O:36])[CH3:35], predict the reactants needed to synthesize it. The reactants are: Cl.[NH:2]1[CH2:7][CH2:6][CH2:5][C@@H:4]([NH:8][C:9]([C:11]2[C:15]3[N:16]=[CH:17][N:18]=[C:19]([C:20]4[CH:25]=[C:24]([F:26])[C:23]([O:27][CH3:28])=[CH:22][C:21]=4[O:29][CH2:30][CH:31]4[CH2:33][CH2:32]4)[C:14]=3[NH:13][CH:12]=2)=[O:10])[CH2:3]1.[C:34](Cl)(=[O:36])[CH3:35]. (4) The reactants are: [F:1][C:2]1[CH:7]=[CH:6][C:5]([CH:8]2[CH2:13][CH2:12][N:11]([C:14]3[C:19]([C:20]#[N:21])=[C:18]([O:22][CH2:23][C:24]([F:27])([F:26])[F:25])[N:17]=[C:16](SC)[N:15]=3)[CH2:10][CH2:9]2)=[CH:4][CH:3]=1.ClC1C=CC=C(C(OO)=O)C=1.FC1C=CC(C2CCN(C3C(C#N)=C(OCC(F)(F)F)N=C(S(C)(=O)=O)N=3)CC2)=CC=1.[CH2:72]([CH2:74][NH2:75])[OH:73]. Given the product [F:1][C:2]1[CH:7]=[CH:6][C:5]([CH:8]2[CH2:13][CH2:12][N:11]([C:14]3[C:19]([C:20]#[N:21])=[C:18]([O:22][CH2:23][C:24]([F:27])([F:26])[F:25])[N:17]=[C:16]([NH:75][CH2:74][CH2:72][OH:73])[N:15]=3)[CH2:10][CH2:9]2)=[CH:4][CH:3]=1, predict the reactants needed to synthesize it. (5) Given the product [CH2:1]([C@H:3]1[C@@H:7]([C:8]2[N:12]3[C:13]4[CH:19]=[CH:18][N:17]([S:20]([C:23]5[CH:24]=[CH:25][C:26]([CH3:27])=[CH:28][CH:29]=5)(=[O:22])=[O:21])[C:14]=4[N:15]=[CH:16][C:11]3=[N:10][N:9]=2)[CH2:6][C@@H:5]([NH2:30])[CH2:4]1)[CH3:2], predict the reactants needed to synthesize it. The reactants are: [CH2:1]([C@H:3]1[C@@H:7]([C:8]2[N:12]3[C:13]4[CH:19]=[CH:18][N:17]([S:20]([C:23]5[CH:29]=[CH:28][C:26]([CH3:27])=[CH:25][CH:24]=5)(=[O:22])=[O:21])[C:14]=4[N:15]=[CH:16][C:11]3=[N:10][N:9]=2)[CH2:6][C@@H:5]([NH:30]C(=O)C)[CH2:4]1)[CH3:2].Cl. (6) Given the product [Cl:1][C:2]1[C:9]([CH3:10])=[C:8]([N:18]2[C:17](=[O:22])[CH2:16][C@:15]([CH:12]3[CH2:14][CH2:13]3)([OH:23])[C@@H:19]2[CH2:20][CH3:21])[CH:7]=[CH:6][C:3]=1[C:4]#[N:5], predict the reactants needed to synthesize it. The reactants are: [Cl:1][C:2]1[C:9]([CH3:10])=[C:8](I)[CH:7]=[CH:6][C:3]=1[C:4]#[N:5].[CH:12]1([C@@:15]2([OH:23])[C@H:19]([CH2:20][CH3:21])[NH:18][C:17](=[O:22])[CH2:16]2)[CH2:14][CH2:13]1.C1(P(C2C=CC=CC=2)C2C3OC4C(=CC=CC=4P(C4C=CC=CC=4)C4C=CC=CC=4)C(C)(C)C=3C=CC=2)C=CC=CC=1.C(=O)([O-])[O-].[Cs+].[Cs+]. (7) The reactants are: O.[NH2:2][NH2:3].[Cl:4][CH2:5][CH2:6][CH2:7][CH:8]([C:13]1[CH:18]=[CH:17][CH:16]=[CH:15][CH:14]=1)[C:9](OC)=[O:10]. Given the product [Cl:4][CH2:5][CH2:6][CH2:7][CH:8]([C:13]1[CH:18]=[CH:17][CH:16]=[CH:15][CH:14]=1)[C:9]([NH:2][NH2:3])=[O:10], predict the reactants needed to synthesize it. (8) Given the product [F:1][C:2]1[C:3]([N:18]2[CH2:23][CH2:22][N:21]([CH3:24])[CH2:20][CH2:19]2)=[CH:4][C:5]([N:11]2[CH2:16][CH2:15][CH:14]([CH3:17])[CH2:13][CH2:12]2)=[C:6]([NH:8][C:32]([C:30]2[O:31][C:27]([C:25]#[N:26])=[CH:28][CH:29]=2)=[O:33])[CH:7]=1, predict the reactants needed to synthesize it. The reactants are: [F:1][C:2]1[CH:7]=[C:6]([N+:8]([O-])=O)[C:5]([N:11]2[CH2:16][CH2:15][CH:14]([CH3:17])[CH2:13][CH2:12]2)=[CH:4][C:3]=1[N:18]1[CH2:23][CH2:22][N:21]([CH3:24])[CH2:20][CH2:19]1.[C:25]([C:27]1[O:31][C:30]([C:32](O)=[O:33])=[CH:29][CH:28]=1)#[N:26].C(Cl)(=O)C(Cl)=O.CCN(C(C)C)C(C)C. (9) Given the product [Cl:1][C:2]1[N:3]=[C:4]([NH:10][C:11]2[CH:15]=[C:14]([CH3:16])[NH:13][N:12]=2)[CH:5]=[C:6]([Cl:8])[N:7]=1, predict the reactants needed to synthesize it. The reactants are: [Cl:1][C:2]1[N:7]=[C:6]([Cl:8])[CH:5]=[C:4](Cl)[N:3]=1.[NH2:10][C:11]1[CH:15]=[C:14]([CH3:16])[NH:13][N:12]=1.C(=O)([O-])[O-].[Na+].[Na+].O. (10) Given the product [C:1]([O:5][C:6]([N:8]1[C:16]2[C:11](=[CH:12][C:13]([OH:17])=[CH:14][CH:15]=2)[CH:10]=[CH:9]1)=[O:7])([CH3:4])([CH3:2])[CH3:3], predict the reactants needed to synthesize it. The reactants are: [C:1]([O:5][C:6]([N:8]1[C:16]2[C:11](=[CH:12][C:13]([O:17]CC3C=CC=CC=3)=[CH:14][CH:15]=2)[CH:10]=[CH:9]1)=[O:7])([CH3:4])([CH3:3])[CH3:2].C([O-])=O.[NH4+].